Dataset: Forward reaction prediction with 1.9M reactions from USPTO patents (1976-2016). Task: Predict the product of the given reaction. (1) Given the reactants C(=O)([O:7][C:8]1[C:20]2[CH2:19][O:18][C:17](=[O:21])[C:16]=2[C:15]([C:22]2[CH:27]=[CH:26][C:25]([C:28]#[N:29])=[CH:24][CH:23]=2)=[C:14]2[C:9]=1[CH:10]=[C:11]([O:32][CH3:33])[C:12]([O:30][CH3:31])=[CH:13]2)OC(C)(C)C.N1CCCCC1.Cl, predict the reaction product. The product is: [OH:7][C:8]1[C:20]2[CH2:19][O:18][C:17](=[O:21])[C:16]=2[C:15]([C:22]2[CH:27]=[CH:26][C:25]([C:28]#[N:29])=[CH:24][CH:23]=2)=[C:14]2[C:9]=1[CH:10]=[C:11]([O:32][CH3:33])[C:12]([O:30][CH3:31])=[CH:13]2. (2) Given the reactants [C:1]([NH2:5])([CH3:4])([CH3:3])[CH3:2].[Cl:6][C:7]1[CH:8]=[C:9]([C:13](=[O:17])[CH:14](Br)[CH3:15])[CH:10]=[CH:11][CH:12]=1.O, predict the reaction product. The product is: [CH3:15][CH:14]([NH:5][C:1]([CH3:4])([CH3:3])[CH3:2])[C:13]([C:9]1[CH:10]=[CH:11][CH:12]=[C:7]([Cl:6])[CH:8]=1)=[O:17].[ClH:6]. (3) Given the reactants [F:1][C:2]([F:18])([F:17])[C:3]1[CH:4]=[CH:5][C:6]([O:9][C:10]2[CH:15]=[CH:14][C:13]([OH:16])=[CH:12][CH:11]=2)=[N:7][CH:8]=1.[I-].C[N+]1C=CN([C:26]([N:28]2[CH2:33][CH2:32][CH:31]([CH3:34])[CH2:30][CH2:29]2)=[O:27])C=1, predict the reaction product. The product is: [F:18][C:2]([F:1])([F:17])[C:3]1[CH:4]=[CH:5][C:6]([O:9][C:10]2[CH:11]=[CH:12][C:13]([O:16][C:26]([N:28]3[CH2:33][CH2:32][CH:31]([CH3:34])[CH2:30][CH2:29]3)=[O:27])=[CH:14][CH:15]=2)=[N:7][CH:8]=1. (4) The product is: [C:15]([NH:3][C:2]1[NH:1][C:10](=[O:11])[C:9]2[NH:8][CH:7]=[N:6][C:5]=2[N:4]=1)(=[O:16])[CH:25]([CH3:26])[CH3:24]. Given the reactants [NH:1]1[C:10](=[O:11])[C:9]2[NH:8][CH:7]=[N:6][C:5]=2[N:4]=[C:2]1[NH2:3].CN([CH:15]=[O:16])C.C(N(CC)CC)C.[CH2:24](Cl)[C:25](Cl)(C)[CH3:26], predict the reaction product. (5) Given the reactants [C:12]([O:11][C:9](O[C:9]([O:11][C:12]([CH3:15])([CH3:14])[CH3:13])=[O:10])=[O:10])([CH3:15])([CH3:14])[CH3:13].C(=O)([O-])[O-].[K+].[K+].Cl.[NH2:23][C@:24]1([C:41]([OH:43])=[O:42])[C@H:29]2[C@H:27]([C@@H:28]2[C:30]([O:32][CH2:33][CH3:34])=[O:31])[C@@H:26]([S:35][C:36]2[N:40]=[CH:39][NH:38][N:37]=2)[CH2:25]1.O, predict the reaction product. The product is: [C:12]([O:11][C:9]([NH:23][C@@:24]1([C:41]([OH:43])=[O:42])[CH2:25][C@H:26]([S:35][C:36]2[N:40]=[CH:39][NH:38][N:37]=2)[C@@H:27]2[C@H:29]1[C@H:28]2[C:30]([O:32][CH2:33][CH3:34])=[O:31])=[O:10])([CH3:13])([CH3:14])[CH3:15]. (6) The product is: [CH:1]1([C:4]2[N:8]=[C:7]([CH:9]3[CH2:14][CH:13]([C:15]4[CH:20]=[CH:19][C:18]([O:21][C:22]([F:24])([F:25])[F:23])=[CH:17][CH:16]=4)[CH2:12][N:11]([C:26]([N:43]4[CH2:44][CH2:45][C:40]([F:46])([F:39])[CH2:41][CH2:42]4)=[O:27])[CH2:10]3)[O:6][N:5]=2)[CH2:2][CH2:3]1. Given the reactants [CH:1]1([C:4]2[N:8]=[C:7]([CH:9]3[CH2:14][CH:13]([C:15]4[CH:20]=[CH:19][C:18]([O:21][C:22]([F:25])([F:24])[F:23])=[CH:17][CH:16]=4)[CH2:12][N:11]([C:26](OC4C=CC([N+]([O-])=O)=CC=4)=[O:27])[CH2:10]3)[O:6][N:5]=2)[CH2:3][CH2:2]1.Cl.[F:39][C:40]1([F:46])[CH2:45][CH2:44][NH:43][CH2:42][CH2:41]1, predict the reaction product. (7) Given the reactants [NH2:1][C:2]1[C:7]2=[C:8](Br)[CH:9]=[C:10]([CH:11]3[O:16][CH2:15][CH:14]4[CH2:17][N:18](C(OC(C)(C)C)=O)[CH2:19][CH2:20][N:13]4[CH2:12]3)[N:6]2[N:5]=[CH:4][N:3]=1.[CH2:29]([N:36]1[C:44]([CH3:45])=[C:43]2[C:38]([CH:39]=[C:40](B3OC(C)(C)C(C)(C)O3)[CH:41]=[CH:42]2)=[N:37]1)[C:30]1[CH:35]=[CH:34][CH:33]=[CH:32][CH:31]=1.C([O-])([O-])=O.[K+].[K+].O, predict the reaction product. The product is: [CH2:29]([N:36]1[C:44]([CH3:45])=[C:43]2[C:38]([CH:39]=[C:40]([C:8]3[CH:9]=[C:10]([CH:11]4[O:16][CH2:15][CH:14]5[CH2:17][NH:18][CH2:19][CH2:20][N:13]5[CH2:12]4)[N:6]4[C:7]=3[C:2]([NH2:1])=[N:3][CH:4]=[N:5]4)[CH:41]=[CH:42]2)=[N:37]1)[C:30]1[CH:35]=[CH:34][CH:33]=[CH:32][CH:31]=1. (8) Given the reactants [H-].[Na+].[Cl:3][C:4]1[CH:12]=[C:11]2[C:7]([C:8]([C:13]3[N:14]([CH2:24][C:25]4[CH:30]=[CH:29][C:28]([Cl:31])=[CH:27][CH:26]=4)[CH:15]=[N:16][C:17]=3[C:18]3[CH:23]=[CH:22][CH:21]=[CH:20][CH:19]=3)=[CH:9][NH:10]2)=[CH:6][CH:5]=1.[S:32](Cl)([C:35]1[CH:41]=[CH:40][C:38]([CH3:39])=[CH:37][CH:36]=1)(=[O:34])=[O:33], predict the reaction product. The product is: [Cl:3][C:4]1[CH:12]=[C:11]2[C:7]([C:8]([C:13]3[N:14]([CH2:24][C:25]4[CH:26]=[CH:27][C:28]([Cl:31])=[CH:29][CH:30]=4)[CH:15]=[N:16][C:17]=3[C:18]3[CH:23]=[CH:22][CH:21]=[CH:20][CH:19]=3)=[CH:9][N:10]2[S:32]([C:35]2[CH:41]=[CH:40][C:38]([CH3:39])=[CH:37][CH:36]=2)(=[O:34])=[O:33])=[CH:6][CH:5]=1.